Dataset: NCI-60 drug combinations with 297,098 pairs across 59 cell lines. Task: Regression. Given two drug SMILES strings and cell line genomic features, predict the synergy score measuring deviation from expected non-interaction effect. (1) Drug 1: C1=NC2=C(N=C(N=C2N1C3C(C(C(O3)CO)O)O)F)N. Drug 2: CC(C)(C#N)C1=CC(=CC(=C1)CN2C=NC=N2)C(C)(C)C#N. Cell line: BT-549. Synergy scores: CSS=4.84, Synergy_ZIP=2.74, Synergy_Bliss=-4.17, Synergy_Loewe=-1.48, Synergy_HSA=-3.62. (2) Drug 1: CC1C(C(CC(O1)OC2CC(OC(C2O)C)OC3=CC4=CC5=C(C(=O)C(C(C5)C(C(=O)C(C(C)O)O)OC)OC6CC(C(C(O6)C)O)OC7CC(C(C(O7)C)O)OC8CC(C(C(O8)C)O)(C)O)C(=C4C(=C3C)O)O)O)O. Drug 2: N.N.Cl[Pt+2]Cl. Cell line: SR. Synergy scores: CSS=87.7, Synergy_ZIP=2.17, Synergy_Bliss=2.38, Synergy_Loewe=3.10, Synergy_HSA=5.68. (3) Drug 1: CC1=C(C=C(C=C1)NC2=NC=CC(=N2)N(C)C3=CC4=NN(C(=C4C=C3)C)C)S(=O)(=O)N.Cl. Drug 2: COC1=C2C(=CC3=C1OC=C3)C=CC(=O)O2. Cell line: SK-MEL-28. Synergy scores: CSS=-7.58, Synergy_ZIP=2.90, Synergy_Bliss=0.411, Synergy_Loewe=-3.65, Synergy_HSA=-3.34.